This data is from Full USPTO retrosynthesis dataset with 1.9M reactions from patents (1976-2016). The task is: Predict the reactants needed to synthesize the given product. (1) Given the product [CH2:7]([O:14][C:15]1[C:20]([CH3:21])=[C:19]([O:22][CH2:23][CH2:24][CH2:25][CH2:26][S:34][C:35]2[CH:40]=[CH:39][N:38]=[CH:37][CH:36]=2)[CH:18]=[CH:17][C:16]=1[C:28](=[O:33])[CH2:29][CH:30]([CH3:32])[CH3:31])[C:8]1[CH:13]=[CH:12][CH:11]=[CH:10][CH:9]=1, predict the reactants needed to synthesize it. The reactants are: C(=O)([O-])[O-].[K+].[K+].[CH2:7]([O:14][C:15]1[C:20]([CH3:21])=[C:19]([O:22][CH2:23][CH2:24][CH2:25][CH2:26]Br)[CH:18]=[CH:17][C:16]=1[C:28](=[O:33])[CH2:29][CH:30]([CH3:32])[CH3:31])[C:8]1[CH:13]=[CH:12][CH:11]=[CH:10][CH:9]=1.[SH:34][C:35]1[CH:40]=[CH:39][N:38]=[CH:37][CH:36]=1. (2) Given the product [CH2:16]([O:15][C:13]([N:4]1[CH2:5][CH2:6][CH2:7][C@H:2]([CH3:1])[C@@H:3]1[C:8]([OH:10])=[O:9])=[O:14])[C:17]1[CH:22]=[CH:21][CH:20]=[CH:19][CH:18]=1, predict the reactants needed to synthesize it. The reactants are: [CH3:1][C@H:2]1[CH2:7][CH2:6][CH2:5][NH:4][C@H:3]1[C:8]([OH:10])=[O:9].[OH-].[Na+].[C:13](Cl)([O:15][CH2:16][C:17]1[CH:22]=[CH:21][CH:20]=[CH:19][CH:18]=1)=[O:14]. (3) Given the product [Cl:22][C:23]1[CH:30]=[C:29]([C:31]([F:32])([F:33])[F:34])[CH:28]=[CH:27][C:24]=1[CH2:25][N:16]1[CH2:17][CH2:18][CH:13](/[CH:12]=[C:11]2/[C:7]([NH:6][CH2:5][C:4]([OH:3])([CH3:21])[CH3:20])=[N:8][C:9](=[O:19])[S:10]/2)[CH2:14][CH2:15]1, predict the reactants needed to synthesize it. The reactants are: Cl.Cl.[OH:3][C:4]([CH3:21])([CH3:20])[CH2:5][NH:6][C:7]1=[N:8][C:9](=[O:19])[S:10]/[C:11]/1=[CH:12]\[CH:13]1[CH2:18][CH2:17][NH:16][CH2:15][CH2:14]1.[Cl:22][C:23]1[CH:30]=[C:29]([C:31]([F:34])([F:33])[F:32])[CH:28]=[CH:27][C:24]=1[CH:25]=O.C(O[BH-](OC(=O)C)OC(=O)C)(=O)C.[Na+].C(=O)([O-])O.[Na+]. (4) Given the product [C:1]([O:5][C:6]([NH:8][C:9]1([C:13]2[CH:14]=[CH:15][C:16]([C:17]([O:19][CH3:24])=[O:18])=[CH:20][CH:21]=2)[CH2:10][CH2:11][CH2:12]1)=[O:7])([CH3:4])([CH3:2])[CH3:3], predict the reactants needed to synthesize it. The reactants are: [C:1]([O:5][C:6]([NH:8][C:9]1([C:13]2[CH:21]=[CH:20][C:16]([C:17]([OH:19])=[O:18])=[CH:15][CH:14]=2)[CH2:12][CH2:11][CH2:10]1)=[O:7])([CH3:4])([CH3:3])[CH3:2].[N+](=[CH:24][Si](C)(C)C)=[N-].C(O)(=O)C. (5) The reactants are: C(O[C@H]1C2C(=CC(OCCC)=CC=2)[C@@H](N)C1)C=C.CCC(C)[BH-](C(C)CC)C(C)CC.[Li+].[F:33][C:34]([F:50])([F:49])[C:35]([NH:37][CH:38]1[C:46]2[C:41](=[CH:42][CH:43]=[C:44]([CH3:47])[CH:45]=2)[C:40](=[O:48])[CH2:39]1)=[O:36].CC[C@@H]1C(=O)OC[C@@H]1CC1N(C)C=NC=1.Cl. Given the product [F:33][C:34]([F:49])([F:50])[C:35]([NH:37][CH:38]1[C:46]2[C:41](=[CH:42][CH:43]=[C:44]([CH3:47])[CH:45]=2)[CH:40]([OH:48])[CH2:39]1)=[O:36], predict the reactants needed to synthesize it.